Dataset: Catalyst prediction with 721,799 reactions and 888 catalyst types from USPTO. Task: Predict which catalyst facilitates the given reaction. Reactant: [Cl:1][C:2]1[C:6]([NH:7][CH2:8][CH3:9])=[CH:5][NH:4][N:3]=1.O1CCCC1.C(=O)(O)[O-].[Na+].[F:20][C:21]([F:31])([F:30])[CH2:22][CH2:23][S:24][CH2:25][CH2:26][C:27](Cl)=[O:28]. Product: [Cl:1][C:2]1[C:6]([N:7]([CH2:8][CH3:9])[C:27](=[O:28])[CH2:26][CH2:25][S:24][CH2:23][CH2:22][C:21]([F:31])([F:30])[F:20])=[CH:5][NH:4][N:3]=1. The catalyst class is: 6.